From a dataset of Full USPTO retrosynthesis dataset with 1.9M reactions from patents (1976-2016). Predict the reactants needed to synthesize the given product. Given the product [CH2:2]([O:3][C:4]([C:6]1[NH:18][C:9]2=[N:10][C:11]([Cl:17])=[C:12]([O:14][CH2:15][CH3:16])[CH:13]=[C:8]2[CH:7]=1)=[O:5])[CH3:1], predict the reactants needed to synthesize it. The reactants are: [CH3:1][CH2:2][O:3][C:4]([C:6]1[N:18](C(OC(C)(C)C)=O)[C:9]2=[N:10][C:11]([Cl:17])=[C:12]([O:14][CH2:15][CH3:16])[CH:13]=[C:8]2[CH:7]=1)=[O:5].FC(F)(F)C(O)=O.